This data is from Full USPTO retrosynthesis dataset with 1.9M reactions from patents (1976-2016). The task is: Predict the reactants needed to synthesize the given product. (1) Given the product [C:19]([O:23][C:24]([C:4]1[CH:6]=[CH:7][C:8]([I:9])=[C:2]([Cl:1])[CH:3]=1)=[O:25])([CH3:22])([CH3:21])[CH3:20], predict the reactants needed to synthesize it. The reactants are: [Cl:1][C:2]1[CH:3]=[C:4]([CH:6]=[CH:7][C:8]=1[I:9])N.C(N(C(C)C)CC)(C)C.[C:19]([O:23][C:24](O[C:24]([O:23][C:19]([CH3:22])([CH3:21])[CH3:20])=[O:25])=[O:25])([CH3:22])([CH3:21])[CH3:20]. (2) Given the product [F:21][C:20]([F:23])([F:22])[C:8]1([C:10]2[CH:15]=[CH:14][CH:13]=[C:12]([C:16]([F:19])([F:18])[F:17])[CH:11]=2)[CH2:7][C:6]2[CH:24]=[C:2]([C:31]3[CH:32]=[C:27]([CH:28]=[CH:29][CH:30]=3)[NH2:26])[CH:3]=[CH:4][C:5]=2[O:9]1, predict the reactants needed to synthesize it. The reactants are: I[C:2]1[CH:3]=[CH:4][C:5]2[O:9][C:8]([C:20]([F:23])([F:22])[F:21])([C:10]3[CH:15]=[CH:14][CH:13]=[C:12]([C:16]([F:19])([F:18])[F:17])[CH:11]=3)[CH2:7][C:6]=2[CH:24]=1.O.[NH2:26][C:27]1[CH:28]=[C:29](B(O)O)[CH:30]=[CH:31][CH:32]=1.C([O-])([O-])=O.[K+].[K+]. (3) Given the product [CH3:23][C:22]1[S:24][C:13]2[CH2:14][CH2:15][N:9]([C:1]([C:2]3[CH:7]=[CH:6][CH:5]=[CH:4][CH:3]=3)=[O:8])[C:10]3[CH:21]=[CH:20][CH:19]=[CH:18][C:11]=3[C:12]=2[N:25]=1, predict the reactants needed to synthesize it. The reactants are: [C:1]([N:9]1[CH2:15][CH2:14][CH:13](Br)[C:12](=O)[C:11]2[CH:18]=[CH:19][CH:20]=[CH:21][C:10]1=2)(=[O:8])[C:2]1[CH:7]=[CH:6][CH:5]=[CH:4][CH:3]=1.[C:22]([NH2:25])(=[S:24])[CH3:23]. (4) Given the product [Br:1][C:2]1[C:10]2[C:9]([O:19][C@H:20]([CH2:26][C:27]3[CH:32]=[CH:31][CH:30]=[CH:29][C:28]=3[O:33][CH2:34][C:35]([F:36])([F:37])[F:38])[C:21]([O:23][CH2:24][CH3:25])=[O:22])=[N:8][CH:7]=[N:6][C:5]=2[S:4][C:3]=1[C:12]1[CH:17]=[CH:16][C:15]([F:18])=[CH:14][CH:13]=1, predict the reactants needed to synthesize it. The reactants are: [Br:1][C:2]1[C:10]2[C:9](Cl)=[N:8][CH:7]=[N:6][C:5]=2[S:4][C:3]=1[C:12]1[CH:17]=[CH:16][C:15]([F:18])=[CH:14][CH:13]=1.[OH:19][C@H:20]([CH2:26][C:27]1[CH:32]=[CH:31][CH:30]=[CH:29][C:28]=1[O:33][CH2:34][C:35]([F:38])([F:37])[F:36])[C:21]([O:23][CH2:24][CH3:25])=[O:22].C([O-])([O-])=O.[Cs+].[Cs+].Cl. (5) The reactants are: [C:1]([C:4]1[CH:11]=[CH:10][C:7]([C:8]#[N:9])=[CH:6][CH:5]=1)(=[O:3])[CH3:2].[N-:12]=[N+:13]=[N-:14].[Na+].Cl.CCOC(C)=O. Given the product [N:9]1[NH:12][N:13]=[N:14][C:8]=1[C:7]1[CH:10]=[CH:11][C:4]([C:1](=[O:3])[CH3:2])=[CH:5][CH:6]=1, predict the reactants needed to synthesize it. (6) Given the product [ClH:27].[ClH:27].[NH2:15][CH2:14][C:13]([C:10]1[CH:9]=[CH:8][C:7]([N:3]2[CH:4]=[CH:5][N:6]=[C:2]2[CH3:1])=[CH:12][CH:11]=1)=[O:26], predict the reactants needed to synthesize it. The reactants are: [CH3:1][C:2]1[N:3]([C:7]2[CH:12]=[CH:11][C:10]([C:13](=[O:26])[CH2:14][N:15]3C(=O)C4C(=CC=CC=4)C3=O)=[CH:9][CH:8]=2)[CH:4]=[CH:5][N:6]=1.[ClH:27]. (7) Given the product [C:1]([O:4][CH:5]1[C:9]2[N:10]=[CH:11][N:12]=[C:13]([N:22]3[CH2:21][CH2:20][N:19]([C:23]([O:25][C:26]([CH3:29])([CH3:28])[CH3:27])=[O:24])[CH2:18][C@@H:17]3[CH3:16])[C:8]=2[C@H:7]([CH3:15])[CH2:6]1)(=[O:3])[CH3:2], predict the reactants needed to synthesize it. The reactants are: [C:1]([O:4][CH:5]1[C:9]2[N:10]=[CH:11][N:12]=[C:13](Cl)[C:8]=2[C@H:7]([CH3:15])[CH2:6]1)(=[O:3])[CH3:2].[CH3:16][C@@H:17]1[NH:22][CH2:21][CH2:20][N:19]([C:23]([O:25][C:26]([CH3:29])([CH3:28])[CH3:27])=[O:24])[CH2:18]1. (8) Given the product [Br:13][C:14]1[CH:19]=[CH:18][C:17]([N:20]2[CH2:25][CH2:24][CH2:23][C@H:22]([NH:26][C:27](=[O:32])[CH2:28][C:29]([NH:34][C@H:35]3[CH2:40][CH2:39][C@@H:38]([OH:41])[CH2:37][CH2:36]3)=[O:31])[CH2:21]2)=[C:16]([F:33])[CH:15]=1, predict the reactants needed to synthesize it. The reactants are: Cl.CN(C)CCCN=C=NCC.[Br:13][C:14]1[CH:19]=[CH:18][C:17]([N:20]2[CH2:25][CH2:24][CH2:23][C@H:22]([NH:26][C:27](=[O:32])[CH2:28][C:29]([OH:31])=O)[CH2:21]2)=[C:16]([F:33])[CH:15]=1.[NH2:34][C@@H:35]1[CH2:40][CH2:39][C@H:38]([OH:41])[CH2:37][CH2:36]1.ON1C2C=CC=CC=2N=N1.C(N(CC)CC)C. (9) Given the product [C:17]([C:21]1[CH:22]=[C:23]([NH:27][C:2]2[C:11]3[C:6](=[CH:7][CH:8]=[C:9]([N+:12]([O-:14])=[O:13])[CH:10]=3)[N:5]=[CH:4][C:3]=2[C:15]#[N:16])[N:24]([CH3:26])[N:25]=1)([CH3:20])([CH3:18])[CH3:19], predict the reactants needed to synthesize it. The reactants are: Cl[C:2]1[C:11]2[C:6](=[CH:7][CH:8]=[C:9]([N+:12]([O-:14])=[O:13])[CH:10]=2)[N:5]=[CH:4][C:3]=1[C:15]#[N:16].[C:17]([C:21]1[CH:22]=[C:23]([NH2:27])[N:24]([CH3:26])[N:25]=1)([CH3:20])([CH3:19])[CH3:18].